This data is from Forward reaction prediction with 1.9M reactions from USPTO patents (1976-2016). The task is: Predict the product of the given reaction. (1) Given the reactants [NH2:1][C:2]1[CH:7]=[C:6]([Cl:8])[CH:5]=[CH:4][C:3]=1[O:9][C:10]1[CH:15]=[CH:14][CH:13]=[CH:12][CH:11]=1.[CH:16](O)=[O:17].CN(C(ON1N=NC2C=CC=CC1=2)=[N+](C)C)C.[B-](F)(F)(F)F.CCN(C(C)C)C(C)C.C([O-])(O)=O.[Na+], predict the reaction product. The product is: [Cl:8][C:6]1[CH:5]=[CH:4][C:3]([O:9][C:10]2[CH:15]=[CH:14][CH:13]=[CH:12][CH:11]=2)=[C:2]([NH:1][CH:16]=[O:17])[CH:7]=1. (2) Given the reactants [Cl:1][C:2]1[CH:34]=[CH:33][C:5]([CH2:6][C@H:7]([C:9]([N:11]2[CH:16]3[CH2:17][CH2:18][CH:12]2[CH2:13][CH:14]([N:19]([CH:27]2[CH2:32][CH2:31][CH2:30][CH2:29][CH2:28]2)[C:20]([N:22]([CH2:25][CH3:26])[CH2:23][CH3:24])=[O:21])[CH2:15]3)=[O:10])[NH2:8])=[CH:4][CH:3]=1.[O:35]1[CH2:40][CH2:39][C:38](=O)[CH2:37][CH2:36]1.C(O[BH-](OC(=O)C)OC(=O)C)(=O)C.[Na+], predict the reaction product. The product is: [Cl:1][C:2]1[CH:3]=[CH:4][C:5]([CH2:6][C@H:7]([C:9]([N:11]2[CH:16]3[CH2:17][CH2:18][CH:12]2[CH2:13][CH:14]([N:19]([CH:27]2[CH2:28][CH2:29][CH2:30][CH2:31][CH2:32]2)[C:20]([N:22]([CH2:23][CH3:24])[CH2:25][CH3:26])=[O:21])[CH2:15]3)=[O:10])[NH:8][CH:38]2[CH2:39][CH2:40][O:35][CH2:36][CH2:37]2)=[CH:33][CH:34]=1.